Dataset: Full USPTO retrosynthesis dataset with 1.9M reactions from patents (1976-2016). Task: Predict the reactants needed to synthesize the given product. (1) Given the product [CH2:1]([C@H:8]1[CH2:12][O:11][C:10](=[O:13])[N:9]1[C:14](=[O:19])[C@@H:15]([O:16][CH2:17][CH3:18])[C@@H:32]([C:31]1[CH:34]=[CH:35][C:28]([O:27][CH2:20][C:21]2[CH:22]=[CH:23][CH:24]=[CH:25][CH:26]=2)=[CH:29][C:30]=1[O:36][CH3:37])[OH:33])[C:2]1[CH:3]=[CH:4][CH:5]=[CH:6][CH:7]=1, predict the reactants needed to synthesize it. The reactants are: [CH2:1]([C@H:8]1[CH2:12][O:11][C:10](=[O:13])[N:9]1[C:14](=[O:19])[CH2:15][O:16][CH2:17][CH3:18])[C:2]1[CH:7]=[CH:6][CH:5]=[CH:4][CH:3]=1.[CH2:20]([O:27][C:28]1[CH:35]=[CH:34][C:31]([CH:32]=[O:33])=[C:30]([O:36][CH3:37])[CH:29]=1)[C:21]1[CH:26]=[CH:25][CH:24]=[CH:23][CH:22]=1.[O-]S(C(F)(F)F)(=O)=O.C([B+]CCCC)CCC. (2) Given the product [F:1][C:2]1[C:10]([C:11]([F:14])([F:13])[F:12])=[CH:9][C:5]([C:6]([N:16]([CH3:15])[C:17]2[CH:18]=[N:19][CH:20]=[CH:21][C:22]=2[C:23]2[CH:28]=[CH:27][CH:26]=[CH:25][C:24]=2[CH3:29])=[O:7])=[CH:4][CH:3]=1, predict the reactants needed to synthesize it. The reactants are: [F:1][C:2]1[C:10]([C:11]([F:14])([F:13])[F:12])=[CH:9][C:5]([C:6](Cl)=[O:7])=[CH:4][CH:3]=1.[CH3:15][NH:16][C:17]1[CH:18]=[N:19][CH:20]=[CH:21][C:22]=1[C:23]1[CH:28]=[CH:27][CH:26]=[CH:25][C:24]=1[CH3:29].CCN(C(C)C)C(C)C. (3) Given the product [Cl:1][C:2]1[N:6]([C:7]2[N:11]([CH3:12])[N:10]=[CH:9][C:8]=2[Cl:13])[CH:5]=[C:4]([C:14]([OH:16])=[O:15])[CH:3]=1, predict the reactants needed to synthesize it. The reactants are: [Cl:1][C:2]1[N:6]([C:7]2[N:11]([CH3:12])[N:10]=[CH:9][C:8]=2[Cl:13])[CH:5]=[C:4]([C:14]([O:16]C)=[O:15])[CH:3]=1.[OH-].[Na+]. (4) The reactants are: [Cl:1][C:2]1[CH:7]=[CH:6][C:5]([O:8]C)=[CH:4][C:3]=1[C:10]1[CH:38]=[C:37]([CH3:39])[C:13]2[N:14]=[C:15]([NH:18][C:19]3[CH:24]=[CH:23][C:22]([S:25]([N:28]([CH3:36])[CH2:29][CH2:30][N:31]4[CH2:35][CH2:34][CH2:33][CH2:32]4)(=[O:27])=[O:26])=[CH:21][CH:20]=3)[N:16]=[N:17][C:12]=2[CH:11]=1.B(Br)(Br)Br. Given the product [Cl:1][C:2]1[CH:7]=[CH:6][C:5]([OH:8])=[CH:4][C:3]=1[C:10]1[CH:38]=[C:37]([CH3:39])[C:13]2[N:14]=[C:15]([NH:18][C:19]3[CH:20]=[CH:21][C:22]([S:25]([N:28]([CH3:36])[CH2:29][CH2:30][N:31]4[CH2:32][CH2:33][CH2:34][CH2:35]4)(=[O:26])=[O:27])=[CH:23][CH:24]=3)[N:16]=[N:17][C:12]=2[CH:11]=1, predict the reactants needed to synthesize it. (5) Given the product [CH3:1][N:2]1[C:17]([C:18]([O:20][CH2:21][CH3:22])=[O:19])=[C:5]2[CH2:6][CH2:7][CH2:8][C:9]3[C:10](=[N:11][C:12]([S:25]([CH3:30])(=[O:27])=[O:24])=[N:13][CH:14]=3)[C:4]2=[N:3]1, predict the reactants needed to synthesize it. The reactants are: [CH3:1][N:2]1[C:17]([C:18]([O:20][CH2:21][CH3:22])=[O:19])=[C:5]2[CH2:6][CH2:7][CH2:8][C:9]3[C:10](=[N:11][C:12](SC)=[N:13][CH:14]=3)[C:4]2=[N:3]1.O[O:24][S:25]([O-:27])=O.[K+].O.[CH3:30]COC(C)=O. (6) Given the product [CH3:1][C@H:2]1[CH2:7][CH2:6][CH2:5][C@H:4]([CH3:8])[NH:9][C:3]1=[O:12], predict the reactants needed to synthesize it. The reactants are: [CH3:1][C@H:2]1[CH2:7][CH2:6][CH2:5][C@H:4]([CH3:8])[C:3]1=[N:9]O.C(=O)([O-])[O-:12]. (7) The reactants are: [CH:1]1([C:4]([C:6]2[CH:7]=[N:8][C:9]3[C:14]([C:15]=2[NH:16][C@@H:17]2[CH2:22][CH2:21][C@H:20]([NH:23]C(=O)OC(C)(C)C)[CH2:19][CH2:18]2)=[CH:13][C:12]([C:31]2[CH:36]=[C:35]([F:37])[C:34]([OH:38])=[C:33]([F:39])[CH:32]=2)=[CH:11][CH:10]=3)=[O:5])[CH2:3][CH2:2]1.C(O)(C(F)(F)F)=O. Given the product [NH2:23][C@@H:20]1[CH2:21][CH2:22][C@H:17]([NH:16][C:15]2[C:14]3[C:9](=[CH:10][CH:11]=[C:12]([C:31]4[CH:32]=[C:33]([F:39])[C:34]([OH:38])=[C:35]([F:37])[CH:36]=4)[CH:13]=3)[N:8]=[CH:7][C:6]=2[C:4]([CH:1]2[CH2:2][CH2:3]2)=[O:5])[CH2:18][CH2:19]1, predict the reactants needed to synthesize it. (8) Given the product [CH3:1][C:2]([C:4]1[CH:5]=[C:6]([Cl:10])[CH:7]=[CH:8][C:9]=1[N+:11]([O-:13])=[O:12])=[O:3], predict the reactants needed to synthesize it. The reactants are: [CH3:1][C:2]([C:4]1[CH:9]=[CH:8][CH:7]=[C:6]([Cl:10])[CH:5]=1)=[O:3].[N+:11]([O-])([OH:13])=[O:12].OS(O)(=O)=O. (9) The reactants are: [CH3:1][N:2]1[C:6]([NH2:7])=[CH:5][C:4]([C:8]2[CH:13]=[CH:12][N:11]=[CH:10][CH:9]=2)=[N:3]1.Cl.N(C[C:18]([O:20][CH2:21]C)=[O:19])N. Given the product [NH2:7][C:6]1[N:2]([CH2:1][C:18]([O:20][CH3:21])=[O:19])[N:3]=[C:4]([C:8]2[CH:13]=[CH:12][N:11]=[CH:10][CH:9]=2)[CH:5]=1, predict the reactants needed to synthesize it.